Predict the reaction yield, written as a fraction of the theoretical maximum amount of product (1.0 means a 100% yield; for example, 0.34 means a 34% yield). From a dataset of Buchwald-Hartwig C-N cross coupling reaction yields with 55,370 reactions. (1) The reactants are FC(F)(F)c1ccc(Br)cc1.Cc1ccc(N)cc1.O=S(=O)(O[Pd]1c2ccccc2-c2ccccc2N~1)C(F)(F)F.CC(C)c1cc(C(C)C)c(-c2ccccc2P(C(C)(C)C)C(C)(C)C)c(C(C)C)c1.CCN=P(N=P(N(C)C)(N(C)C)N(C)C)(N(C)C)N(C)C.c1ccc(-c2ccno2)cc1. No catalyst specified. The product is Cc1ccc(Nc2ccc(C(F)(F)F)cc2)cc1. The yield is 0.190. (2) The reactants are Clc1ccccn1.Cc1ccc(N)cc1.O=S(=O)(O[Pd]1c2ccccc2-c2ccccc2N~1)C(F)(F)F.COc1ccc(OC)c(P(C(C)(C)C)C(C)(C)C)c1-c1c(C(C)C)cc(C(C)C)cc1C(C)C.CCN=P(N=P(N(C)C)(N(C)C)N(C)C)(N(C)C)N(C)C.Cc1cc(-n2cccc2)no1. No catalyst specified. The product is Cc1ccc(Nc2ccccn2)cc1. The yield is 0.788. (3) The reactants are Ic1ccccn1.Cc1ccc(N)cc1.O=S(=O)(O[Pd]1c2ccccc2-c2ccccc2N~1)C(F)(F)F.COc1ccc(OC)c(P(C(C)(C)C)C(C)(C)C)c1-c1c(C(C)C)cc(C(C)C)cc1C(C)C.CCN=P(N=P(N(C)C)(N(C)C)N(C)C)(N(C)C)N(C)C.CCOC(=O)c1ccon1. No catalyst specified. The product is Cc1ccc(Nc2ccccn2)cc1. The yield is 0.270. (4) The product is CCc1ccc(Nc2ccc(C)cc2)cc1. The yield is 0.675. No catalyst specified. The reactants are CCc1ccc(I)cc1.Cc1ccc(N)cc1.O=S(=O)(O[Pd]1c2ccccc2-c2ccccc2N~1)C(F)(F)F.CC(C)c1cc(C(C)C)c(-c2ccccc2P(C(C)(C)C)C(C)(C)C)c(C(C)C)c1.CN1CCCN2CCCN=C12.c1ccc(CN(Cc2ccccc2)c2ccon2)cc1. (5) The reactants are Clc1cccnc1.Cc1ccc(N)cc1.O=S(=O)(O[Pd]1c2ccccc2-c2ccccc2N~1)C(F)(F)F.COc1ccc(OC)c(P(C(C)(C)C)C(C)(C)C)c1-c1c(C(C)C)cc(C(C)C)cc1C(C)C.CCN=P(N=P(N(C)C)(N(C)C)N(C)C)(N(C)C)N(C)C.Cc1cc(-c2ccccc2)on1. No catalyst specified. The product is Cc1ccc(Nc2cccnc2)cc1. The yield is 0.